From a dataset of Reaction yield outcomes from USPTO patents with 853,638 reactions. Predict the reaction yield, written as a fraction of the theoretical maximum amount of product (1.0 means a 100% yield; for example, 0.34 means a 34% yield). (1) The reactants are [NH:1]1[C:10]2[C:5](=[CH:6][CH:7]=[CH:8][C:9]=2[C:11]([OH:13])=O)[CH2:4][CH2:3][CH2:2]1.[CH2:14]([O:16][C:17]([C:19]1([NH2:28])[CH2:27][C:26]2[C:21](=[CH:22][CH:23]=[CH:24][CH:25]=2)[CH2:20]1)=[O:18])[CH3:15].CN(C(ON1N=NC2C=CC=NC1=2)=[N+](C)C)C.F[P-](F)(F)(F)(F)F.CCN(C(C)C)C(C)C. The catalyst is CN(C=O)C. The product is [CH2:14]([O:16][C:17]([C:19]1([NH:28][C:11]([C:9]2[CH:8]=[CH:7][CH:6]=[C:5]3[C:10]=2[NH:1][CH2:2][CH2:3][CH2:4]3)=[O:13])[CH2:27][C:26]2[C:21](=[CH:22][CH:23]=[CH:24][CH:25]=2)[CH2:20]1)=[O:18])[CH3:15]. The yield is 0.850. (2) The reactants are Cl[C:2]1[CH:3]=[C:4]2[C:9](=[CH:10][N:11]=1)[NH:8][C:7]([C:12]1[CH:17]=[CH:16][CH:15]=[CH:14][C:13]=1[Cl:18])=[CH:6][C:5]2=[O:19].[CH:20]1([C:23]([NH2:25])=[O:24])[CH2:22][CH2:21]1.C(=O)([O-])[O-].[Cs+].[Cs+].O. The catalyst is O1CCOCC1.[Cl-].[Na+].O. The product is [Cl:18][C:13]1[CH:14]=[CH:15][CH:16]=[CH:17][C:12]=1[C:7]1[NH:8][C:9]2[C:4]([C:5](=[O:19])[CH:6]=1)=[CH:3][C:2]([NH:25][C:23]([CH:20]1[CH2:22][CH2:21]1)=[O:24])=[N:11][CH:10]=2. The yield is 0.0620. (3) The product is [CH3:7][O:8][C:9]1[CH:10]=[C:11]2[C:16](=[CH:17][C:18]=1[O:19][CH2:20][CH:21]1[CH2:22][CH2:23][N:24]([CH3:3])[CH2:25][CH2:26]1)[N:15]=[CH:14][N:13]([CH2:27][O:28][C:29](=[O:34])[C:30]([CH3:31])([CH3:32])[CH3:33])[C:12]2=[O:35]. The yield is 0.820. The catalyst is C1COCC1.CO. The reactants are C=O.[C:3]([BH3-])#N.[Na+].[CH3:7][O:8][C:9]1[CH:10]=[C:11]2[C:16](=[CH:17][C:18]=1[O:19][CH2:20][CH:21]1[CH2:26][CH2:25][NH:24][CH2:23][CH2:22]1)[N:15]=[CH:14][N:13]([CH2:27][O:28][C:29](=[O:34])[C:30]([CH3:33])([CH3:32])[CH3:31])[C:12]2=[O:35]. (4) The reactants are [CH:1]([N:4]([CH:16]([CH3:18])[CH3:17])[C:5]([N:7]1[C:11]2[CH:12]=[CH:13][CH:14]=[CH:15][C:10]=2[N:9]=[CH:8]1)=[O:6])([CH3:3])[CH3:2].[Li]CCCC.Cl[P:25]([C:32]1[CH:37]=[CH:36][CH:35]=[CH:34][CH:33]=1)[C:26]1[CH:31]=[CH:30][CH:29]=[CH:28][CH:27]=1. No catalyst specified. The product is [C:32]1([P:25]([C:26]2[CH:27]=[CH:28][CH:29]=[CH:30][CH:31]=2)[C:8]2[N:7]([C:5]([N:4]([CH:1]([CH3:3])[CH3:2])[CH:16]([CH3:18])[CH3:17])=[O:6])[C:11]3[CH:12]=[CH:13][CH:14]=[CH:15][C:10]=3[N:9]=2)[CH:33]=[CH:34][CH:35]=[CH:36][CH:37]=1. The yield is 0.580. (5) The reactants are [Cl:1][C:2]1[CH:3]=[C:4]([Cl:17])[C:5]2[O:9][C:8]([C:10]([OH:12])=O)=[C:7]([CH3:13])[C:6]=2[C:14]=1[O:15][CH3:16].[C:18]([O:22][C:23](=[O:45])[C@@H:24]([NH:28][S:29]([C:32]1[CH:37]=[CH:36][C:35]([C:38]2[CH:43]=[CH:42][C:41]([NH2:44])=[CH:40][CH:39]=2)=[CH:34][CH:33]=1)(=[O:31])=[O:30])[CH:25]([CH3:27])[CH3:26])([CH3:21])([CH3:20])[CH3:19].F[P-](F)(F)(F)(F)F.N1(O[P+](N(C)C)(N(C)C)N(C)C)C2C=CC=CC=2N=N1.C(N(CC)C(C)C)(C)C. The catalyst is CN(C=O)C. The product is [C:18]([O:22][C:23](=[O:45])[C@@H:24]([NH:28][S:29]([C:32]1[CH:33]=[CH:34][C:35]([C:38]2[CH:39]=[CH:40][C:41]([NH:44][C:10]([C:8]3[O:9][C:5]4[C:4]([Cl:17])=[CH:3][C:2]([Cl:1])=[C:14]([O:15][CH3:16])[C:6]=4[C:7]=3[CH3:13])=[O:12])=[CH:42][CH:43]=2)=[CH:36][CH:37]=1)(=[O:31])=[O:30])[CH:25]([CH3:27])[CH3:26])([CH3:20])([CH3:21])[CH3:19]. The yield is 0.600. (6) The reactants are [C:1]([O:5][C:6]([NH:8][CH:9]([CH2:16]OS(C)(=O)=O)[C:10]([O:12][CH:13]([CH3:15])[CH3:14])=[O:11])=[O:7])([CH3:4])([CH3:3])[CH3:2].[I-:22].[Na+]. The catalyst is CC(C)=O. The product is [C:1]([O:5][C:6]([NH:8][CH:9]([CH2:16][I:22])[C:10]([O:12][CH:13]([CH3:15])[CH3:14])=[O:11])=[O:7])([CH3:4])([CH3:3])[CH3:2]. The yield is 0.930.